The task is: Regression. Given two drug SMILES strings and cell line genomic features, predict the synergy score measuring deviation from expected non-interaction effect.. This data is from NCI-60 drug combinations with 297,098 pairs across 59 cell lines. (1) Drug 1: C1C(C(OC1N2C=NC(=NC2=O)N)CO)O. Drug 2: CC1CCCC2(C(O2)CC(NC(=O)CC(C(C(=O)C(C1O)C)(C)C)O)C(=CC3=CSC(=N3)C)C)C. Cell line: UACC-257. Synergy scores: CSS=28.1, Synergy_ZIP=0.975, Synergy_Bliss=2.82, Synergy_Loewe=-5.19, Synergy_HSA=5.08. (2) Drug 1: CC1=C2C(C(=O)C3(C(CC4C(C3C(C(C2(C)C)(CC1OC(=O)C(C(C5=CC=CC=C5)NC(=O)C6=CC=CC=C6)O)O)OC(=O)C7=CC=CC=C7)(CO4)OC(=O)C)O)C)OC(=O)C. Drug 2: C(=O)(N)NO. Cell line: HOP-92. Synergy scores: CSS=16.2, Synergy_ZIP=-6.08, Synergy_Bliss=-2.71, Synergy_Loewe=-22.9, Synergy_HSA=-3.01. (3) Cell line: BT-549. Synergy scores: CSS=3.86, Synergy_ZIP=-1.44, Synergy_Bliss=3.38, Synergy_Loewe=1.20, Synergy_HSA=1.34. Drug 2: C1CC(=O)NC(=O)C1N2CC3=C(C2=O)C=CC=C3N. Drug 1: CN1CCC(CC1)COC2=C(C=C3C(=C2)N=CN=C3NC4=C(C=C(C=C4)Br)F)OC. (4) Drug 1: CC12CCC(CC1=CCC3C2CCC4(C3CC=C4C5=CN=CC=C5)C)O. Drug 2: CCN(CC)CCNC(=O)C1=C(NC(=C1C)C=C2C3=C(C=CC(=C3)F)NC2=O)C. Cell line: MOLT-4. Synergy scores: CSS=12.6, Synergy_ZIP=-0.0330, Synergy_Bliss=6.31, Synergy_Loewe=5.07, Synergy_HSA=5.67. (5) Drug 1: CC1=C2C(C(=O)C3(C(CC4C(C3C(C(C2(C)C)(CC1OC(=O)C(C(C5=CC=CC=C5)NC(=O)OC(C)(C)C)O)O)OC(=O)C6=CC=CC=C6)(CO4)OC(=O)C)OC)C)OC. Drug 2: CC1=C(N=C(N=C1N)C(CC(=O)N)NCC(C(=O)N)N)C(=O)NC(C(C2=CN=CN2)OC3C(C(C(C(O3)CO)O)O)OC4C(C(C(C(O4)CO)O)OC(=O)N)O)C(=O)NC(C)C(C(C)C(=O)NC(C(C)O)C(=O)NCCC5=NC(=CS5)C6=NC(=CS6)C(=O)NCCC[S+](C)C)O. Cell line: HCC-2998. Synergy scores: CSS=67.2, Synergy_ZIP=11.4, Synergy_Bliss=10.2, Synergy_Loewe=-9.43, Synergy_HSA=13.2. (6) Drug 1: C1=CC(=CC=C1CCC2=CNC3=C2C(=O)NC(=N3)N)C(=O)NC(CCC(=O)O)C(=O)O. Drug 2: CNC(=O)C1=NC=CC(=C1)OC2=CC=C(C=C2)NC(=O)NC3=CC(=C(C=C3)Cl)C(F)(F)F. Cell line: CCRF-CEM. Synergy scores: CSS=52.8, Synergy_ZIP=0.708, Synergy_Bliss=-2.38, Synergy_Loewe=-3.11, Synergy_HSA=-0.0599. (7) Drug 1: CC12CCC3C(C1CCC2=O)CC(=C)C4=CC(=O)C=CC34C. Drug 2: C1=NNC2=C1C(=O)NC=N2. Cell line: SK-OV-3. Synergy scores: CSS=9.50, Synergy_ZIP=1.29, Synergy_Bliss=1.74, Synergy_Loewe=-13.1, Synergy_HSA=1.60.